Predict the reaction yield, written as a fraction of the theoretical maximum amount of product (1.0 means a 100% yield; for example, 0.34 means a 34% yield). From a dataset of Reaction yield outcomes from USPTO patents with 853,638 reactions. (1) The reactants are [CH:1]1[CH:2]=[CH:3][C:4]2[N:9]=[C:8]([C:10]3[N:14]=[CH:13][S:12][CH:11]=3)[NH:7][C:5]=2[CH:6]=1.[H-].[Na+].Br[CH2:18][CH2:19][CH2:20][CH2:21][CH2:22][B:23]([OH:25])[OH:24]. The catalyst is CN(C)C=O. The product is [S:12]1[CH:11]=[C:10]([C:8]2[N:7]([CH2:18][CH2:19][CH2:20][CH2:21][CH2:22][B:23]([OH:25])[OH:24])[C:5]3[CH:6]=[CH:1][CH:2]=[CH:3][C:4]=3[N:9]=2)[N:14]=[CH:13]1. The yield is 0.130. (2) The reactants are [Cl:1][C:2]1[C:3]([N:9]=[C:10]=S)=[N:4][CH:5]=[C:6]([Cl:8])[CH:7]=1.CCN(CC)CC.Cl.Cl.[NH2:21][CH2:22][C@@:23]1([OH:31])[CH:28]2[CH2:29][CH2:30][N:25]([CH2:26][CH2:27]2)[CH2:24]1.C(N=C=NC(C)C)(C)C. The catalyst is CN(C)C=O. The product is [Cl:1][C:2]1[C:3]([NH:9][C:10]2[O:31][C@:23]3([CH2:22][N:21]=2)[CH:28]2[CH2:29][CH2:30][N:25]([CH2:26][CH2:27]2)[CH2:24]3)=[N:4][CH:5]=[C:6]([Cl:8])[CH:7]=1. The yield is 0.440. (3) The reactants are [F:1][C:2]1[CH:7]=[CH:6][C:5]([C:8]2[C:16]3[C:11](=[CH:12][CH:13]=[C:14]([NH2:17])[CH:15]=3)[N:10](COCCOC)[N:9]=2)=[CH:4][CH:3]=1.[C:24](Cl)(=[O:31])[C:25]1[CH:30]=[CH:29][CH:28]=[CH:27][CH:26]=1.O. The catalyst is N1C=CC=CC=1. The product is [F:1][C:2]1[CH:3]=[CH:4][C:5]([C:8]2[C:16]3[C:11](=[CH:12][CH:13]=[C:14]([NH:17][C:24](=[O:31])[C:25]4[CH:30]=[CH:29][CH:28]=[CH:27][CH:26]=4)[CH:15]=3)[NH:10][N:9]=2)=[CH:6][CH:7]=1. The yield is 0.190. (4) The reactants are [C:1]([O:5][C:6](=[O:19])[NH:7][CH2:8][C@@H:9]1[CH2:11][C@H:10]1[C:12]1[CH:17]=[CH:16][CH:15]=[C:14]([NH2:18])[CH:13]=1)([CH3:4])([CH3:3])[CH3:2].[C:20](Cl)(=[O:27])[C:21]1[CH:26]=[CH:25][CH:24]=[CH:23][CH:22]=1. The yield is 0.970. The product is [C:1]([O:5][C:6](=[O:19])[NH:7][CH2:8][C@@H:9]1[CH2:11][C@H:10]1[C:12]1[CH:17]=[CH:16][CH:15]=[C:14]([NH:18][C:20](=[O:27])[C:21]2[CH:26]=[CH:25][CH:24]=[CH:23][CH:22]=2)[CH:13]=1)([CH3:4])([CH3:2])[CH3:3]. The catalyst is ClCCl.CN(C)C1C=CN=CC=1. (5) The reactants are [C:1]1([C:7]2[O:8][C:9]3[CH:15]=[CH:14][C:13]([NH2:16])=[CH:12][C:10]=3[N:11]=2)[CH:6]=[CH:5][CH:4]=[CH:3][CH:2]=1.N1C=CC=CC=1.[CH2:23]([S:26](Cl)(=[O:28])=[O:27])[CH2:24][CH3:25]. The catalyst is ClCCl. The product is [C:1]1([C:7]2[O:8][C:9]3[CH:15]=[CH:14][C:13]([NH:16][S:26]([CH2:23][CH2:24][CH3:25])(=[O:28])=[O:27])=[CH:12][C:10]=3[N:11]=2)[CH:2]=[CH:3][CH:4]=[CH:5][CH:6]=1. The yield is 0.250.